From a dataset of Catalyst prediction with 721,799 reactions and 888 catalyst types from USPTO. Predict which catalyst facilitates the given reaction. (1) Reactant: Cl[C:2]1[N:7]=[C:6]([C:8]2[S:12][C:11]([CH:13]3[CH2:18][CH2:17][O:16][CH2:15][CH2:14]3)=[N:10][C:9]=2[C:19]2[C:20]([F:34])=[C:21]([NH:25][S:26]([C:29]3[CH:33]=[CH:32][O:31][CH:30]=3)(=[O:28])=[O:27])[CH:22]=[CH:23][CH:24]=2)[CH:5]=[CH:4][N:3]=1.[CH2:35]([N:37]([CH2:41][CH3:42])[CH2:38][CH2:39][NH2:40])[CH3:36]. Product: [CH2:35]([N:37]([CH2:41][CH3:42])[CH2:38][CH2:39][NH:40][C:2]1[N:7]=[C:6]([C:8]2[S:12][C:11]([CH:13]3[CH2:18][CH2:17][O:16][CH2:15][CH2:14]3)=[N:10][C:9]=2[C:19]2[C:20]([F:34])=[C:21]([NH:25][S:26]([C:29]3[CH:33]=[CH:32][O:31][CH:30]=3)(=[O:27])=[O:28])[CH:22]=[CH:23][CH:24]=2)[CH:5]=[CH:4][N:3]=1)[CH3:36]. The catalyst class is: 12. (2) Reactant: [NH2:1][C:2]1[C:3]([C:15]([NH2:17])=[O:16])=[N:4][C:5]([C:8]2[CH:13]=[CH:12][CH:11]=[C:10]([F:14])[CH:9]=2)=[CH:6][CH:7]=1.Cl[C:19](Cl)([O:21]C(=O)OC(Cl)(Cl)Cl)Cl. Product: [OH:21][C:19]1[N:17]=[C:15]([OH:16])[C:3]2[N:4]=[C:5]([C:8]3[CH:13]=[CH:12][CH:11]=[C:10]([F:14])[CH:9]=3)[CH:6]=[CH:7][C:2]=2[N:1]=1. The catalyst class is: 12. (3) Reactant: [H-].[Na+].[C:3]([C:5]1[C:10]([C:11]2[NH:15][CH:14]=[C:13]([CH2:16][N:17]([CH3:25])[C:18](=[O:24])[O:19][C:20]([CH3:23])([CH3:22])[CH3:21])[CH:12]=2)=[CH:9][CH:8]=[CH:7][N:6]=1)#[N:4].C1OCCOCCOCCOCCOC1.[C:41]([C:43]1[CH:48]=[CH:47][CH:46]=[CH:45][C:44]=1[S:49](Cl)(=[O:51])=[O:50])#[N:42]. Product: [C:41]([C:43]1[CH:48]=[CH:47][CH:46]=[CH:45][C:44]=1[S:49]([N:15]1[C:11]([C:10]2[C:5]([C:3]#[N:4])=[N:6][CH:7]=[CH:8][CH:9]=2)=[CH:12][C:13]([CH2:16][N:17]([CH3:25])[C:18](=[O:24])[O:19][C:20]([CH3:21])([CH3:22])[CH3:23])=[CH:14]1)(=[O:51])=[O:50])#[N:42]. The catalyst class is: 7. (4) Reactant: [N+:1]([C:4]1[CH:10]=[CH:9][C:7]([NH2:8])=[CH:6][C:5]=1[C:11]([F:14])([F:13])[F:12])([O-:3])=[O:2].[CH3:15][C:16]([CH3:21])([CH3:20])[C:17](Cl)=[O:18]. Product: [N+:1]([C:4]1[CH:10]=[CH:9][C:7]([NH:8][C:17](=[O:18])[C:16]([CH3:21])([CH3:20])[CH3:15])=[CH:6][C:5]=1[C:11]([F:12])([F:13])[F:14])([O-:3])=[O:2]. The catalyst class is: 2. (5) Reactant: [Br:1][C:2]1[CH:7]=[CH:6][C:5]([OH:8])=[C:4]([I:9])[CH:3]=1.Br[CH2:11][CH:12]1[CH2:14][CH2:13]1.C(=O)([O-])[O-].[Cs+].[Cs+].O. Product: [Br:1][C:2]1[CH:7]=[CH:6][C:5]([O:8][CH2:11][CH:12]2[CH2:14][CH2:13]2)=[C:4]([I:9])[CH:3]=1. The catalyst class is: 9. (6) Reactant: [F:1][C:2]1[C:7]([S:8]([NH2:11])(=[O:10])=[O:9])=[C:6]([F:12])[C:5]([F:13])=[C:4](F)[C:3]=1[F:15].CCN(CC)CC.Cl.[C:24]12([NH2:34])[CH2:33][CH:28]3[CH2:29][CH:30]([CH2:32][CH:26]([CH2:27]3)[CH2:25]1)[CH2:31]2.CS(C)=O. Product: [C:24]12([NH:34][C:4]3[C:5]([F:13])=[C:6]([F:12])[C:7]([S:8]([NH2:11])(=[O:9])=[O:10])=[C:2]([F:1])[C:3]=3[F:15])[CH2:31][CH:30]3[CH2:29][CH:28]([CH2:27][CH:26]([CH2:32]3)[CH2:25]1)[CH2:33]2. The catalyst class is: 6. (7) Reactant: [F:1][C:2]([F:16])([F:15])[C:3]1[CH:8]=[CH:7][C:6]([C:9]#[C:10]/[CH:11]=[CH:12]/[CH2:13][OH:14])=[CH:5][CH:4]=1. The catalyst class is: 485. Product: [F:1][C:2]([F:15])([F:16])[C:3]1[CH:4]=[CH:5][C:6]([C:9]#[C:10]/[CH:11]=[CH:12]/[CH:13]=[O:14])=[CH:7][CH:8]=1.